From a dataset of NCI-60 drug combinations with 297,098 pairs across 59 cell lines. Regression. Given two drug SMILES strings and cell line genomic features, predict the synergy score measuring deviation from expected non-interaction effect. (1) Synergy scores: CSS=30.2, Synergy_ZIP=1.08, Synergy_Bliss=0.744, Synergy_Loewe=-21.5, Synergy_HSA=1.75. Drug 2: CN(C(=O)NC(C=O)C(C(C(CO)O)O)O)N=O. Drug 1: COC1=C(C=C2C(=C1)N=CN=C2NC3=CC(=C(C=C3)F)Cl)OCCCN4CCOCC4. Cell line: DU-145. (2) Drug 1: C1=NC2=C(N=C(N=C2N1C3C(C(C(O3)CO)O)F)Cl)N. Drug 2: CN(CCCl)CCCl.Cl. Cell line: SK-MEL-5. Synergy scores: CSS=15.6, Synergy_ZIP=-5.85, Synergy_Bliss=0.568, Synergy_Loewe=-2.92, Synergy_HSA=0.480. (3) Drug 1: CS(=O)(=O)C1=CC(=C(C=C1)C(=O)NC2=CC(=C(C=C2)Cl)C3=CC=CC=N3)Cl. Drug 2: CCC1(C2=C(COC1=O)C(=O)N3CC4=CC5=C(C=CC(=C5CN(C)C)O)N=C4C3=C2)O.Cl. Cell line: OVCAR-8. Synergy scores: CSS=20.4, Synergy_ZIP=-10.6, Synergy_Bliss=-1.34, Synergy_Loewe=-9.29, Synergy_HSA=-0.348. (4) Drug 1: C1CC(CCC1OC2=C(C(=CC=C2)Cl)F)(CC3=NC(=CC=C3)NC4=NC=CS4)C(=O)O. Drug 2: C1=CC(=C(C=C1I)F)NC2=C(C=CC(=C2F)F)C(=O)NOCC(CO)O. Cell line: SW-620. Synergy scores: CSS=61.2, Synergy_ZIP=1.36, Synergy_Bliss=0.925, Synergy_Loewe=-3.07, Synergy_HSA=6.53. (5) Drug 1: C1=C(C(=O)NC(=O)N1)N(CCCl)CCCl. Drug 2: CS(=O)(=O)OCCCCOS(=O)(=O)C. Cell line: HCC-2998. Synergy scores: CSS=5.28, Synergy_ZIP=-4.42, Synergy_Bliss=-0.153, Synergy_Loewe=-6.14, Synergy_HSA=-2.40.